Dataset: Forward reaction prediction with 1.9M reactions from USPTO patents (1976-2016). Task: Predict the product of the given reaction. (1) Given the reactants [CH3:1][C:2]([C:14]1[CH:19]=[CH:18][CH:17]=[C:16]([O:20][C:21]2[CH:26]=[C:25]([C:27]([F:30])([F:29])[F:28])[CH:24]=[C:23]([NH:31][C:32](OCC(Cl)(Cl)Cl)=[O:33])[CH:22]=2)[CH:15]=1)([CH3:13])[C:3]([O:5]CC1C=CC=CC=1)=[O:4].C[N:41]([CH:43]=O)[CH3:42].C([O:48][CH2:49][CH3:50])(=O)C, predict the reaction product. The product is: [CH:14]1([C:49]2([OH:48])[CH2:50][CH2:42][N:41]([C:32]([NH:31][C:23]3[CH:22]=[C:21]([CH:26]=[C:25]([C:27]([F:30])([F:29])[F:28])[CH:24]=3)[O:20][C:16]3[CH:15]=[C:14]([C:2]([CH3:1])([CH3:13])[C:3]([OH:5])=[O:4])[CH:19]=[CH:18][CH:17]=3)=[O:33])[CH2:43]2)[CH2:19][CH2:18][CH2:17][CH2:16][CH2:15]1. (2) Given the reactants [OH:1][CH2:2][CH2:3][NH:4][NH2:5].[C:6]([CH:8]([C:14]1[CH:19]=[CH:18][C:17]([CH3:20])=[CH:16][CH:15]=1)[C:9](OCC)=[O:10])#[N:7], predict the reaction product. The product is: [NH2:7][C:6]1[N:4]([CH2:3][CH2:2][OH:1])[N:5]=[C:9]([OH:10])[C:8]=1[C:14]1[CH:15]=[CH:16][C:17]([CH3:20])=[CH:18][CH:19]=1. (3) Given the reactants C([Mg]Cl)(C)C.[Cl:6][C:7]1[N:17]=[CH:16][C:15]2[O:14][CH2:13][CH2:12][N:11]3[C:18](I)=[C:19]([I:21])[N:20]=[C:10]3[C:9]=2[CH:8]=1.[NH4+].[Cl-], predict the reaction product. The product is: [Cl:6][C:7]1[N:17]=[CH:16][C:15]2[O:14][CH2:13][CH2:12][N:11]3[CH:18]=[C:19]([I:21])[N:20]=[C:10]3[C:9]=2[CH:8]=1. (4) Given the reactants [CH3:1][C:2]1[N:3]=[N:4][C:5]([C:8]#[C:9][Si](C)(C)C)=[CH:6][CH:7]=1.C(=O)([O-])[O-].[K+].[K+], predict the reaction product. The product is: [C:8]([C:5]1[N:4]=[N:3][C:2]([CH3:1])=[CH:7][CH:6]=1)#[CH:9]. (5) Given the reactants [I:1][C:2]1[CH:7]=[CH:6][C:5]([OH:8])=[CH:4][CH:3]=1.C(=O)([O-])[O-].[K+].[K+].[Cl:15][C:16]1[CH:21]=[CH:20][C:19]([C:22]2[CH:29]=[CH:28][C:27]([O:30][CH3:31])=[CH:26][C:23]=2[CH2:24]Cl)=[CH:18][CH:17]=1, predict the reaction product. The product is: [Cl:15][C:16]1[CH:17]=[CH:18][C:19]([C:22]2[CH:29]=[CH:28][C:27]([O:30][CH3:31])=[CH:26][C:23]=2[CH2:24][O:8][C:5]2[CH:6]=[CH:7][C:2]([I:1])=[CH:3][CH:4]=2)=[CH:20][CH:21]=1. (6) Given the reactants [CH2:1]([O:8][C@H:9]1[C@H:14]([O:15][CH2:16][C:17]2[CH:22]=[CH:21][CH:20]=[CH:19][CH:18]=2)[C@H:13]([O:23][CH2:24][C:25]2[CH:30]=[CH:29][CH:28]=[CH:27][CH:26]=2)[C@H:12]([CH3:31])[O:11][C@H:10]1[CH:32]([CH3:36])[CH2:33][C:34]#N)[C:2]1[CH:7]=[CH:6][CH:5]=[CH:4][CH:3]=1.[OH2:37].[OH-:38].[Na+], predict the reaction product. The product is: [CH2:1]([O:8][C@H:9]1[C@H:14]([O:15][CH2:16][C:17]2[CH:22]=[CH:21][CH:20]=[CH:19][CH:18]=2)[C@H:13]([O:23][CH2:24][C:25]2[CH:30]=[CH:29][CH:28]=[CH:27][CH:26]=2)[C@H:12]([CH3:31])[O:11][C@H:10]1[CH:32]([CH3:36])[CH2:33][C:34]([OH:38])=[O:37])[C:2]1[CH:7]=[CH:6][CH:5]=[CH:4][CH:3]=1. (7) Given the reactants [Cl:1][C:2]1[CH:10]=[C:9]2[C:5]([C:6](O)([C:12]3[CH:13]=[N:14][N:15]([CH3:17])[CH:16]=3)[C:7](=[O:11])[NH:8]2)=[CH:4][CH:3]=1.C([SiH](CC)CC)C.FC(F)(F)C(O)=O.C(=O)([O-])[O-].[Na+].[Na+], predict the reaction product. The product is: [Cl:1][C:2]1[CH:10]=[C:9]2[C:5]([CH:6]([C:12]3[CH:13]=[N:14][N:15]([CH3:17])[CH:16]=3)[C:7](=[O:11])[NH:8]2)=[CH:4][CH:3]=1. (8) Given the reactants [OH-].[K+].S(O)(O)(=O)=O.[NH2:8][C:9]1[N:14]=[C:13]([NH2:15])[CH:12]=[C:11]([SH:16])[N:10]=1.N[C:18]1N=C(N)C=C(S)N=1.CI, predict the reaction product. The product is: [CH3:18][S:16][C:11]1[N:10]=[C:9]([NH2:8])[N:14]=[C:13]([NH2:15])[CH:12]=1. (9) Given the reactants [Cl:1][C:2]1[CH:9]=[C:8]([N:10]2[C@H:14]([CH3:15])[C@H:13]([O:16][Si](C(C)(C)C)(C)C)[C:12]([CH3:25])([CH3:24])[C:11]2=[O:26])[CH:7]=[CH:6][C:3]=1[C:4]#[N:5].[F-].C([N+](CCCC)(CCCC)CCCC)CCC.C1COCC1, predict the reaction product. The product is: [Cl:1][C:2]1[CH:9]=[C:8]([N:10]2[C@H:14]([CH3:15])[C@H:13]([OH:16])[C:12]([CH3:25])([CH3:24])[C:11]2=[O:26])[CH:7]=[CH:6][C:3]=1[C:4]#[N:5]. (10) Given the reactants [CH3:1][CH:2]1[NH:7][CH2:6][CH2:5][N:4]([C:8]([O:10][C:11]([CH3:14])([CH3:13])[CH3:12])=[O:9])[CH2:3]1.C(=O)([O-])[O-].[K+].[K+].Br[CH2:22][CH2:23][CH2:24][C:25]#[N:26].O, predict the reaction product. The product is: [C:25]([CH2:24][CH2:23][CH2:22][N:7]1[CH2:6][CH2:5][N:4]([C:8]([O:10][C:11]([CH3:13])([CH3:12])[CH3:14])=[O:9])[CH2:3][CH:2]1[CH3:1])#[N:26].